Predict which catalyst facilitates the given reaction. From a dataset of Catalyst prediction with 721,799 reactions and 888 catalyst types from USPTO. (1) Reactant: IC.[Cl:3][C:4]1[C:5]([C:18]([OH:20])=[O:19])=[N:6][CH:7]=[C:8]([CH2:10][O:11][C:12]2[CH:17]=[CH:16][CH:15]=[CH:14][CH:13]=2)[CH:9]=1.[C:21]([O-])([O-])=O.[K+].[K+]. Product: [CH3:21][O:19][C:18]([C:5]1[C:4]([Cl:3])=[CH:9][C:8]([CH2:10][O:11][C:12]2[CH:17]=[CH:16][CH:15]=[CH:14][CH:13]=2)=[CH:7][N:6]=1)=[O:20]. The catalyst class is: 3. (2) Reactant: [C:1]([O:5][C:6]([N:8]1[CH2:13][CH:12]=[C:11]([C:14]2[N:19]3[CH:20]=[N:21][N:22]=[C:18]3[C:17]([C:23]3[CH:28]=[CH:27][CH:26]=[C:25]([C:29]([F:32])([F:31])[F:30])[CH:24]=3)=[C:16]([C:33]3[CH:38]=[CH:37][N:36]=[C:35]([NH:39][C@H:40]([C:42]4[CH:47]=[CH:46][CH:45]=[CH:44][CH:43]=4)[CH3:41])[CH:34]=3)[N:15]=2)[CH2:10][CH2:9]1)=[O:7])([CH3:4])([CH3:3])[CH3:2]. Product: [C:1]([O:5][C:6]([N:8]1[CH2:13][CH2:12][CH:11]([C:14]2[N:19]3[CH:20]=[N:21][N:22]=[C:18]3[C:17]([C:23]3[CH:28]=[CH:27][CH:26]=[C:25]([C:29]([F:31])([F:32])[F:30])[CH:24]=3)=[C:16]([C:33]3[CH:38]=[CH:37][N:36]=[C:35]([NH:39][C@H:40]([C:42]4[CH:43]=[CH:44][CH:45]=[CH:46][CH:47]=4)[CH3:41])[CH:34]=3)[N:15]=2)[CH2:10][CH2:9]1)=[O:7])([CH3:2])([CH3:3])[CH3:4]. The catalyst class is: 810. (3) Product: [F:35][CH:2]([F:1])[O:3][C:4]1[CH:5]=[C:6]([CH:22]2[CH2:27][CH2:26][N:25]([C:28]([O:30][C:31]([CH3:33])([CH3:32])[CH3:34])=[O:29])[CH2:24][CH2:23]2)[CH:7]=[CH:8][C:9]=1[N:10]([CH3:21])[C:11]1[N:16]=[CH:15][C:14]2[N:17]=[CH:18][N:19]([CH3:20])[C:13]=2[CH:12]=1. The catalyst class is: 19. Reactant: [F:1][CH:2]([F:35])[O:3][C:4]1[CH:5]=[C:6]([C:22]2[CH2:27][CH2:26][N:25]([C:28]([O:30][C:31]([CH3:34])([CH3:33])[CH3:32])=[O:29])[CH2:24][CH:23]=2)[CH:7]=[CH:8][C:9]=1[N:10]([CH3:21])[C:11]1[N:16]=[CH:15][C:14]2[N:17]=[CH:18][N:19]([CH3:20])[C:13]=2[CH:12]=1.BrC1C=CC(N)=C(OC(F)F)C=1.C([O-])=O.[NH4+]. (4) Reactant: [I-].[CH3:2][P+](C1C=CC=CC=1)(C1C=CC=CC=1)C1C=CC=CC=1.[K].[O-]CCCC.[CH:28]1[C:41]2[C:42]3=[C:43]4[C:38](=[CH:39][CH:40]=2)[CH:37]=[CH:36][CH:35]=[C:34]4[CH:33]=[CH:32][C:31]3=[C:30]([S:44][C:45]2[CH:52]=[CH:51][CH:50]=[CH:49][C:46]=2[CH:47]=O)[CH:29]=1.C(=O)(O)[O-].[Na+]. Product: [CH:28]1[C:41]2[C:42]3=[C:43]4[C:38](=[CH:39][CH:40]=2)[CH:37]=[CH:36][CH:35]=[C:34]4[CH:33]=[CH:32][C:31]3=[C:30]([S:44][C:45]2[CH:52]=[CH:51][CH:50]=[CH:49][C:46]=2[CH:47]=[CH2:2])[CH:29]=1. The catalyst class is: 1. (5) Reactant: CC(OC(/N=N/C(OC(C)C)=O)=O)C.[Br:15][C:16]1[C:17]([OH:41])=[C:18]([C:23]([N:26]([C:34]([O:36][C:37]([CH3:40])([CH3:39])[CH3:38])=[O:35])[C:27]([O:29][C:30]([CH3:33])([CH3:32])[CH3:31])=[O:28])=[CH:24][CH:25]=1)[C:19]([O:21][CH3:22])=[O:20].O[CH2:43][CH:44]1[CH:48]=[CH:47][CH2:46][N:45]1[C:49]([O:51][C:52]([CH3:55])([CH3:54])[CH3:53])=[O:50].C1(P(C2C=CC=CC=2)C2C=CC=CC=2)C=CC=CC=1. Product: [Br:15][C:16]1[C:17]([O:41][CH2:43][CH:44]2[CH:48]=[CH:47][CH2:46][N:45]2[C:49]([O:51][C:52]([CH3:53])([CH3:55])[CH3:54])=[O:50])=[C:18]([C:19]([O:21][CH3:22])=[O:20])[C:23]([N:26]([C:27]([O:29][C:30]([CH3:33])([CH3:31])[CH3:32])=[O:28])[C:34]([O:36][C:37]([CH3:40])([CH3:39])[CH3:38])=[O:35])=[CH:24][CH:25]=1. The catalyst class is: 1. (6) Reactant: [F:1][C:2]1[CH:7]=[CH:6][C:5]([C@H:8]([CH3:24])[CH2:9][C:10]([N:12]2[C@@H:16]([C:17]3[CH:22]=[CH:21][CH:20]=[CH:19][CH:18]=3)[CH2:15][O:14][C:13]2=[O:23])=[O:11])=[CH:4][CH:3]=1.C[Si](C)(C)[N-][Si](C)(C)C.[K+].CC(C1C=C(C(C)C)C(S([N:50]=[N+:51]=[N-:52])(=O)=O)=C(C(C)C)C=1)C.C(O)(=O)C.C([O-])(=O)C.[K+]. Product: [N:50]([C@@H:9]([C@H:8]([C:5]1[CH:4]=[CH:3][C:2]([F:1])=[CH:7][CH:6]=1)[CH3:24])[C:10]([N:12]1[C@@H:16]([C:17]2[CH:18]=[CH:19][CH:20]=[CH:21][CH:22]=2)[CH2:15][O:14][C:13]1=[O:23])=[O:11])=[N+:51]=[N-:52]. The catalyst class is: 1.